From a dataset of Full USPTO retrosynthesis dataset with 1.9M reactions from patents (1976-2016). Predict the reactants needed to synthesize the given product. Given the product [F:1][C:2]1[CH:7]=[CH:6][C:5]([C:8]2[C:9](=[O:21])[NH:10][C:11]([NH:23][NH2:24])=[N:12][C:13]=2[C:14]2[CH:19]=[CH:18][N:17]=[CH:16][CH:15]=2)=[CH:4][CH:3]=1, predict the reactants needed to synthesize it. The reactants are: [F:1][C:2]1[CH:7]=[CH:6][C:5]([C:8]2[C:9](=[O:21])[NH:10][C:11](=S)[NH:12][C:13]=2[C:14]2[CH:19]=[CH:18][N:17]=[CH:16][CH:15]=2)=[CH:4][CH:3]=1.O.[NH2:23][NH2:24].